Dataset: Forward reaction prediction with 1.9M reactions from USPTO patents (1976-2016). Task: Predict the product of the given reaction. (1) Given the reactants [CH2:1]([P:3]([CH:6]=[CH:7][CH3:8])(=[O:5])[OH:4])[CH3:2].[O-]CCCC.[O-]CCCC.[O-]CCCC.[O-]CCCC.[Ti+4:29], predict the reaction product. The product is: [Ti+4:29].[CH2:1]([P:3]([CH:6]=[CH:7][CH3:8])(=[O:4])[O-:5])[CH3:2].[CH2:1]([P:3]([CH:6]=[CH:7][CH3:8])(=[O:4])[O-:5])[CH3:2].[CH2:1]([P:3]([CH:6]=[CH:7][CH3:8])(=[O:4])[O-:5])[CH3:2].[CH2:1]([P:3]([CH:6]=[CH:7][CH3:8])(=[O:4])[O-:5])[CH3:2]. (2) The product is: [C:1]([O:5][C:6](=[O:28])[NH:7][C:8]1[N:9]([CH3:27])[C:10](=[O:26])[C@H:11]([CH2:24][CH3:25])[C@:12]([C:14]2[CH:19]=[CH:18][CH:17]=[C:16]([NH2:20])[CH:15]=2)([CH3:23])[N:13]=1)([CH3:4])([CH3:2])[CH3:3]. Given the reactants [C:1]([O:5][C:6](=[O:28])[NH:7][C:8]1[N:9]([CH3:27])[C:10](=[O:26])[C@H:11]([CH2:24][CH3:25])[C@@:12]([CH3:23])([C:14]2[CH:19]=[CH:18][CH:17]=[C:16]([N+:20]([O-])=O)[CH:15]=2)[N:13]=1)([CH3:4])([CH3:3])[CH3:2].CCN(CC)CC, predict the reaction product. (3) Given the reactants [CH:1]1([N:7]([CH:18]2[CH2:23][CH2:22][CH2:21][CH2:20][CH2:19]2)[C:8]([NH:10][C:11]2[S:12][C:13]([CH:16]=O)=[CH:14][N:15]=2)=[O:9])[CH2:6][CH2:5][CH2:4][CH2:3][CH2:2]1.Cl.[CH2:25]([S:27]([N:30]1[CH2:35][CH2:34][NH:33][CH2:32][CH2:31]1)(=[O:29])=[O:28])[CH3:26].C(O[BH-](OC(=O)C)OC(=O)C)(=O)C.[Na+], predict the reaction product. The product is: [CH:1]1([N:7]([CH:18]2[CH2:23][CH2:22][CH2:21][CH2:20][CH2:19]2)[C:8]([NH:10][C:11]2[S:12][C:13]([CH2:16][N:33]3[CH2:32][CH2:31][N:30]([S:27]([CH2:25][CH3:26])(=[O:28])=[O:29])[CH2:35][CH2:34]3)=[CH:14][N:15]=2)=[O:9])[CH2:6][CH2:5][CH2:4][CH2:3][CH2:2]1. (4) The product is: [CH:22]1([CH2:28][O:29][C:30]2[CH:35]=[CH:34][CH:33]=[CH:32][C:31]=2[CH:36]2[O:1][N:2]=[C:3]([C:4]3[N:5]=[C:6]([CH:9]4[CH2:10][CH2:11][N:12]([C:15]([O:17][C:18]([CH3:21])([CH3:20])[CH3:19])=[O:16])[CH2:13][CH2:14]4)[S:7][CH:8]=3)[CH2:37]2)[CH2:23][CH2:24][CH2:25][CH2:26][CH2:27]1. Given the reactants [OH:1][N:2]=[CH:3][C:4]1[N:5]=[C:6]([CH:9]2[CH2:14][CH2:13][N:12]([C:15]([O:17][C:18]([CH3:21])([CH3:20])[CH3:19])=[O:16])[CH2:11][CH2:10]2)[S:7][CH:8]=1.[CH:22]1([CH2:28][O:29][C:30]2[CH:35]=[CH:34][CH:33]=[CH:32][C:31]=2[CH:36]=[CH2:37])[CH2:27][CH2:26][CH2:25][CH2:24][CH2:23]1.C(=O)([O-])O.[K+].ClN1C(=O)CCC1=O, predict the reaction product. (5) The product is: [C:1]([O:5][C:6]([N:8]1[C:12]2[CH:13]=[C:14]([CH2:16][OH:17])[S:15][C:11]=2[C:10]([I:25])=[N:9]1)=[O:7])([CH3:4])([CH3:2])[CH3:3]. Given the reactants [C:1]([O:5][C:6]([N:8]1[C:12]2[CH:13]=[C:14]([C:16](C)(C)[O:17][SiH2]C(C)(C)C)[S:15][C:11]=2[C:10]([I:25])=[N:9]1)=[O:7])([CH3:4])([CH3:3])[CH3:2].CCCC[N+](CCCC)(CCCC)CCCC.[F-], predict the reaction product. (6) Given the reactants Cl[C:2]1[C:7]([C:8]([NH:10][CH2:11][C:12]2[CH:17]=[CH:16][CH:15]=[C:14]([F:18])[CH:13]=2)=[O:9])=[C:6]([CH3:19])[CH:5]=[C:4]([Cl:20])[N:3]=1.Cl.[CH2:22]([NH2:24])[CH3:23].C([O-])([O-])=O.[K+].[K+], predict the reaction product. The product is: [Cl:20][C:4]1[N:3]=[C:2]([NH:24][CH2:22][CH3:23])[C:7]([C:8]([NH:10][CH2:11][C:12]2[CH:17]=[CH:16][CH:15]=[C:14]([F:18])[CH:13]=2)=[O:9])=[C:6]([CH3:19])[CH:5]=1. (7) Given the reactants [C:1]([C:3]1[CH:4]=[C:5]2[C:9](=[CH:10][CH:11]=1)[NH:8][CH:7]=[C:6]2[CH2:12][CH2:13][CH2:14][CH2:15][N:16]1[CH2:21][CH2:20][N:19]([C:22]2[CH:23]=[CH:24][C:25]3[O:29][C:28]([C:30](=[O:32])[NH2:31])=[CH:27][C:26]=3[CH:33]=2)[CH2:18][CH2:17]1)#[N:2].[CH3:34][C:35]([OH:37])=O.[ClH:38].C(O)(C)C, predict the reaction product. The product is: [ClH:38].[C:1]([C:3]1[CH:4]=[C:5]2[C:9](=[CH:10][CH:11]=1)[NH:8][CH:7]=[C:6]2[CH2:12][CH2:13][CH2:14][CH2:15][N:16]1[CH2:17][CH2:18][N:19]([C:22]2[CH:23]=[CH:24][C:25]3[O:29][C:28]([C:30](=[O:32])[NH2:31])=[CH:27][C:26]=3[CH:33]=2)[CH2:20][CH2:21]1)#[N:2].[CH2:35]([OH:37])[C:34]1[CH:5]=[CH:4][CH:3]=[CH:11][CH:10]=1. (8) Given the reactants [CH3:1][CH2:2][C@H:3]1[O:18][C:16](=[O:17])[C@H:15]([CH3:19])[C@@H:14]([O:20][C@@H:21]2[O:26][C@@H:25]([CH3:27])[C@H:24]([OH:28])[C@@:23]([O:30][CH3:31])([CH3:29])[CH2:22]2)[C@H:13]([CH3:32])[C@@H:12]([O:33][C@@H:34]2[O:39][C@H:38]([CH3:40])[CH2:37][C@H:36]([N:41]([CH3:43])[CH3:42])[C@H:35]2[OH:44])[C@@:11]([OH:46])([CH3:45])[CH2:10][C@@H:9]([CH3:47])[C:7](=[O:8])[C@H:6]([CH3:48])[C@@H:5]([OH:49])[C@@:4]1([OH:51])[CH3:50].C(S)#N, predict the reaction product. The product is: [CH3:1][CH2:2][C@H:3]1[O:18][C:16](=[O:17])[C@H:15]([CH3:19])[C@@H:14]([O:20][C@@H:21]2[O:26][C@@H:25]([CH3:27])[C@H:24]([OH:28])[C@@:23]([O:30][CH3:31])([CH3:29])[CH2:22]2)[C@H:13]([CH3:32])[C@@H:12]([O:33][C@@H:34]2[O:39][C@H:38]([CH3:40])[CH2:37][C@H:36]([N:41]([CH3:42])[CH3:43])[C@H:35]2[OH:44])[C@@:11]([OH:46])([CH3:45])[CH2:10][C@@H:9]([CH3:47])[C:7](=[O:8])[C@H:6]([CH3:48])[C@@H:5]([OH:49])[C@@:4]1([OH:51])[CH3:50].